Task: Predict the reaction yield, written as a fraction of the theoretical maximum amount of product (1.0 means a 100% yield; for example, 0.34 means a 34% yield).. Dataset: Reaction yield outcomes from USPTO patents with 853,638 reactions (1) The reactants are [CH3:1][C:2]1[CH:3]=[C:4]([N:9]2[C:13](=[O:14])[C:12](=[N:15][NH:16][C:17]3[C:18]([OH:34])=[C:19]([C:23]4[CH:28]=[CH:27][CH:26]=[C:25]([C:29]5[NH:33][N:32]=[N:31][N:30]=5)[CH:24]=4)[CH:20]=[CH:21][CH:22]=3)[C:11]([CH3:35])=[N:10]2)[CH:5]=[CH:6][C:7]=1[CH3:8].C(O)C.[OH-].[OH:40][CH2:41][CH2:42][N+:43]([CH3:46])([CH3:45])[CH3:44].O. The catalyst is C(OCC)(=O)C.CO. The product is [OH:40][CH2:41][CH2:42][N+:43]([CH3:46])([CH3:45])[CH3:44].[CH3:1][C:2]1[CH:3]=[C:4]([N:9]2[C:13](=[O:14])[C:12](=[N:15][NH:16][C:17]3[C:18]([OH:34])=[C:19]([C:23]4[CH:28]=[CH:27][CH:26]=[C:25]([C:29]5[NH:30][N:31]=[N:32][N:33]=5)[CH:24]=4)[CH:20]=[CH:21][CH:22]=3)[C:11]([CH3:35])=[N:10]2)[CH:5]=[CH:6][C:7]=1[CH3:8]. The yield is 0.870. (2) The reactants are [CH3:1][O:2][C:3]1[CH:55]=[CH:54][C:6]([C:7]([NH:20][C:21]2[N:29]=[CH:28][N:27]=[C:26]3[C:22]=2[N:23]=[CH:24][N:25]3[C@H:30]2[O:43][C@@H:42]([CH2:44][O:45]C(=O)C3C=CC=CC=3)[C@@H:32]([O:33]C(=O)C3C=CC=CC=3)[CH2:31]2)([C:14]2[CH:19]=[CH:18][CH:17]=[CH:16][CH:15]=2)[C:8]2[CH:13]=[CH:12][CH:11]=[CH:10][CH:9]=2)=[CH:5][CH:4]=1. The catalyst is N. The product is [CH3:1][O:2][C:3]1[CH:4]=[CH:5][C:6]([C:7]([NH:20][C:21]2[N:29]=[CH:28][N:27]=[C:26]3[C:22]=2[N:23]=[CH:24][N:25]3[C@H:30]2[O:43][C@@H:42]([CH2:44][OH:45])[C@@H:32]([OH:33])[CH2:31]2)([C:14]2[CH:15]=[CH:16][CH:17]=[CH:18][CH:19]=2)[C:8]2[CH:9]=[CH:10][CH:11]=[CH:12][CH:13]=2)=[CH:54][CH:55]=1. The yield is 0.980. (3) The reactants are [C:1]1([NH:7][C:8]2[C:9]3[C:14]([C:15]4[CH:16]=[CH:17][CH:18]=[CH:19][C:20]=4[CH:21]=2)=[CH:13][CH:12]=[CH:11][CH:10]=3)[CH:6]=[CH:5][CH:4]=[CH:3][CH:2]=1.Br[C:23]1[CH:28]=[CH:27][CH:26]=[C:25]([Br:29])[CH:24]=1.CC(C)([O-])C.[Na+]. The catalyst is C1(C)C=CC=CC=1.C1C=CC(/C=C/C(/C=C/C2C=CC=CC=2)=O)=CC=1.C1C=CC(/C=C/C(/C=C/C2C=CC=CC=2)=O)=CC=1.C1C=CC(/C=C/C(/C=C/C2C=CC=CC=2)=O)=CC=1.[Pd].[Pd]. The product is [Br:29][C:25]1[CH:24]=[C:23]([N:7]([C:1]2[CH:6]=[CH:5][CH:4]=[CH:3][CH:2]=2)[C:8]2[C:9]3[C:14]([C:15]4[CH:16]=[CH:17][CH:18]=[CH:19][C:20]=4[CH:21]=2)=[CH:13][CH:12]=[CH:11][CH:10]=3)[CH:28]=[CH:27][CH:26]=1. The yield is 0.410. (4) The reactants are [I:1][C:2]1[CH:3]=[C:4]2[C:8](=[CH:9][CH:10]=1)[NH:7][C:6](=[O:11])[C:5]2=O.[NH:13]([C:15](=[O:27])[CH2:16][O:17][C:18]1[CH:26]=[CH:25][C:21]([C:22]([OH:24])=[O:23])=[CH:20][CH:19]=1)[NH2:14]. The catalyst is C(O)(=O)C. The product is [I:1][C:2]1[CH:3]=[C:4]2[C:8](=[CH:9][CH:10]=1)[NH:7][C:6](=[O:11])[C:5]2=[N:14][NH:13][C:15](=[O:27])[CH2:16][O:17][C:18]1[CH:26]=[CH:25][C:21]([C:22]([OH:24])=[O:23])=[CH:20][CH:19]=1. The yield is 0.0700. (5) The reactants are C[O:2][C:3]([C@H:5]1[CH2:10][CH2:9][C@H:8]([CH2:11][N:12]2[C:16]3[CH:17]=[C:18]([C:21]([F:24])([F:23])[F:22])[CH:19]=[CH:20][C:15]=3[N:14]([CH3:25])[C:13]2=[O:26])[CH2:7][CH2:6]1)=[O:4].[Li+].[OH-]. The catalyst is C1COCC1.O. The product is [CH3:25][N:14]1[C:15]2[CH:20]=[CH:19][C:18]([C:21]([F:23])([F:22])[F:24])=[CH:17][C:16]=2[N:12]([CH2:11][C@H:8]2[CH2:9][CH2:10][C@H:5]([C:3]([OH:4])=[O:2])[CH2:6][CH2:7]2)[C:13]1=[O:26]. The yield is 0.940. (6) The reactants are [C:1]([O:5][C:6](=[O:34])[NH:7][C:8]([C:10]1[S:11][C:12]([S:32][CH3:33])=[C:13]([S:15]([C:18]2[CH:19]=[C:20]([C:24]3[C:29]([CH3:30])=[CH:28][CH:27]=[CH:26][C:25]=3[NH2:31])[CH:21]=[CH:22][CH:23]=2)(=[O:17])=[O:16])[CH:14]=1)=[NH:9])([CH3:4])([CH3:3])[CH3:2].[Br:35][CH:36]([CH3:40])[C:37](Br)=[O:38].CCN(CC)CC.CCOC(C)=O. The catalyst is C(Cl)Cl. The product is [C:1]([O:5][C:6](=[O:34])[NH:7][C:8]([C:10]1[S:11][C:12]([S:32][CH3:33])=[C:13]([S:15]([C:18]2[CH:19]=[C:20]([C:24]3[C:25]([NH:31][C:37](=[O:38])[CH:36]([Br:35])[CH3:40])=[CH:26][CH:27]=[CH:28][C:29]=3[CH3:30])[CH:21]=[CH:22][CH:23]=2)(=[O:17])=[O:16])[CH:14]=1)=[NH:9])([CH3:4])([CH3:3])[CH3:2]. The yield is 0.670.